Dataset: Full USPTO retrosynthesis dataset with 1.9M reactions from patents (1976-2016). Task: Predict the reactants needed to synthesize the given product. (1) Given the product [CH:30]1([CH:22]([C:19]2[CH:20]=[CH:21][C:16]([CH2:15][N:9]3[CH:10]=[C:5]([C:4]([F:3])([F:12])[F:13])[CH:6]=[CH:7][C:8]3=[O:11])=[CH:17][CH:18]=2)[C:23]([O:25][C:26]([CH3:27])([CH3:29])[CH3:28])=[O:24])[CH2:34][CH2:33][CH2:32][CH2:31]1, predict the reactants needed to synthesize it. The reactants are: [H-].[Na+].[F:3][C:4]([F:13])([F:12])[C:5]1[CH:6]=[CH:7][C:8](=[O:11])[NH:9][CH:10]=1.Br[CH2:15][C:16]1[CH:21]=[CH:20][C:19]([CH:22]([CH:30]2[CH2:34][CH2:33][CH2:32][CH2:31]2)[C:23]([O:25][C:26]([CH3:29])([CH3:28])[CH3:27])=[O:24])=[CH:18][CH:17]=1.O. (2) Given the product [CH:9]1([C:12]2[N:17]=[C:16]([C:18]([NH2:19])=[O:2])[CH:15]=[C:14]([C:20]([F:23])([F:21])[F:22])[CH:13]=2)[CH2:11][CH2:10]1, predict the reactants needed to synthesize it. The reactants are: C(=O)(O)[O-:2].[Na+].Cl.NO.[CH:9]1([C:12]2[N:17]=[C:16]([C:18]#[N:19])[CH:15]=[C:14]([C:20]([F:23])([F:22])[F:21])[CH:13]=2)[CH2:11][CH2:10]1. (3) The reactants are: [C:1]1([CH:11]([C:13]2[CH:18]=[CH:17][CH:16]=[CH:15][C:14]=2[N+:19]([O-])=O)[OH:12])[C:10]2[C:5](=[CH:6][CH:7]=[CH:8][CH:9]=2)[CH:4]=[CH:3][CH:2]=1. Given the product [NH2:19][C:14]1[CH:15]=[CH:16][CH:17]=[CH:18][C:13]=1[CH:11]([C:1]1[C:10]2[C:5](=[CH:6][CH:7]=[CH:8][CH:9]=2)[CH:4]=[CH:3][CH:2]=1)[OH:12], predict the reactants needed to synthesize it. (4) Given the product [N+:102]([O-:105])([O-:104])=[O:103].[Ca+2:100].[N+:102]([O-:105])([O-:104])=[O:103], predict the reactants needed to synthesize it. The reactants are: C(O)(=O)C(C)O.C(O)(=O)CCC(O)=O.C(O)(=O)CC.C(O)(=O)CCC.C(O)(=O)CC(CC(O)=O)(C(O)=O)O.C(O)(=O)C1C=CC=CC=1.C(O)(=O)/C=C/C=C/C.C(O)(=O)C(C(C(O)=O)O)O.C(O)(=O)C(CC(O)=O)O.O=C(O)[C@@H]([C@H]([C@@H]([C@@H](CO)O)O)O)O.C(O)(=O)/C=C/C(O)=O.C(=O)([O-])[O-].[Ca+2:100].[Ca].[N+:102]([O-:105])([OH:104])=[O:103]. (5) Given the product [Cl:18][C:19]1[N:24]=[C:23]([N:4]2[CH:5]=[C:6]([C:7]([O:9][CH2:10][CH3:11])=[O:8])[C:2]([CH3:1])=[N:3]2)[CH:22]=[CH:21][N:20]=1, predict the reactants needed to synthesize it. The reactants are: [CH3:1][C:2]1[C:6]([C:7]([O:9][CH2:10][CH3:11])=[O:8])=[CH:5][NH:4][N:3]=1.C(=O)([O-])[O-].[K+].[K+].[Cl:18][C:19]1[N:24]=[C:23](Cl)[CH:22]=[CH:21][N:20]=1.